Dataset: Forward reaction prediction with 1.9M reactions from USPTO patents (1976-2016). Task: Predict the product of the given reaction. (1) Given the reactants [OH:1][CH:2](CO)[CH2:3][C:4]1[CH:11]=[CH:10][C:7]([C:8]#[N:9])=[C:6]([F:12])[CH:5]=1, predict the reaction product. The product is: [F:12][C:6]1[CH:5]=[C:4]([CH2:3][CH:2]=[O:1])[CH:11]=[CH:10][C:7]=1[C:8]#[N:9]. (2) Given the reactants [Br:1][C:2]1[CH:3]=[N:4][CH:5]=[C:6](I)[CH:7]=1.[N:9]1([C:15]([O:17][C:18]([CH3:21])([CH3:20])[CH3:19])=[O:16])[CH2:14][CH2:13][NH:12][CH2:11][CH2:10]1.[O-]P([O-])([O-])=O.[K+].[K+].[K+].C(O)CO, predict the reaction product. The product is: [Br:1][C:2]1[CH:7]=[C:6]([N:12]2[CH2:11][CH2:10][N:9]([C:15]([O:17][C:18]([CH3:21])([CH3:20])[CH3:19])=[O:16])[CH2:14][CH2:13]2)[CH:5]=[N:4][CH:3]=1. (3) Given the reactants [N:1]([CH2:4][CH2:5][CH2:6][CH3:7])=[C:2]=[S:3].[CH:8]1([NH2:15])[CH2:14][CH2:13][CH2:12][CH2:11][CH2:10][CH2:9]1.C(N(CC)CC)C, predict the reaction product. The product is: [CH2:4]([NH:1][C:2]([NH:15][CH:8]1[CH2:14][CH2:13][CH2:12][CH2:11][CH2:10][CH2:9]1)=[S:3])[CH2:5][CH2:6][CH3:7].